Dataset: Forward reaction prediction with 1.9M reactions from USPTO patents (1976-2016). Task: Predict the product of the given reaction. (1) Given the reactants [CH2:1]([NH:4][C:5](=[O:11])[O:6][C:7]([CH3:10])([CH3:9])[CH3:8])[C:2]#[CH:3].[Cl:12][C:13]1[C:18](I)=[C:17]([CH3:20])[N:16]=[C:15]([NH2:21])[N:14]=1, predict the reaction product. The product is: [NH2:21][C:15]1[N:14]=[C:13]([Cl:12])[C:18]([C:3]#[C:2][CH2:1][NH:4][C:5](=[O:11])[O:6][C:7]([CH3:8])([CH3:10])[CH3:9])=[C:17]([CH3:20])[N:16]=1. (2) Given the reactants CN(C(ON1N=N[C:11]2[CH:12]=[CH:13][CH:14]=[N:15][C:10]1=2)=[N+](C)C)C.F[P-](F)(F)(F)(F)F.[C:25]([O:29][C:30]([N:32]1[CH2:47][CH2:46][C:35]2[NH:36][C:37]3[CH:38]=[CH:39][C:40]([C:43]([OH:45])=O)=[CH:41][C:42]=3[C:34]=2[CH2:33]1)=[O:31])([CH3:28])([CH3:27])[CH3:26], predict the reaction product. The product is: [CH2:10]1[C:11]2[C:12](=[CH:10][CH:11]=[CH:12][CH:13]=2)[CH2:13][CH2:14][N:15]1[C:43]([C:40]1[CH:39]=[CH:38][C:37]2[NH:36][C:35]3[CH2:46][CH2:47][N:32]([C:30]([O:29][C:25]([CH3:28])([CH3:26])[CH3:27])=[O:31])[CH2:33][C:34]=3[C:42]=2[CH:41]=1)=[O:45]. (3) Given the reactants [OH:1][CH2:2][C@@H:3]([NH:14][C:15](=[O:21])[O:16][C:17]([CH3:20])([CH3:19])[CH3:18])[CH2:4][C:5]1[CH:10]=[CH:9][C:8]([N+:11]([O-:13])=[O:12])=[CH:7][CH:6]=1.CO[C:24](OC)([CH3:26])[CH3:25].O.C1(C)C=CC(S(O)(=O)=O)=CC=1, predict the reaction product. The product is: [N+:11]([C:8]1[CH:7]=[CH:6][C:5]([CH2:4][C@H:3]2[CH2:2][O:1][C:24]([CH3:26])([CH3:25])[N:14]2[C:15]([O:16][C:17]([CH3:18])([CH3:20])[CH3:19])=[O:21])=[CH:10][CH:9]=1)([O-:13])=[O:12]. (4) Given the reactants [CH3:1][C:2]([OH:6])([CH3:5])[CH2:3][OH:4].[H-].[Na+].[CH2:9]([N:13]1[C:17]2[CH:18]=[N:19][CH:20]=[CH:21][C:16]=2[S:15]/[C:14]/1=[N:22]\[C:23](=[O:35])[C:24]1[CH:29]=[C:28]([C:30]([F:33])([F:32])[F:31])[CH:27]=[CH:26][C:25]=1F)[CH2:10][CH2:11][CH3:12], predict the reaction product. The product is: [CH2:9]([N:13]1[C:17]2[CH:18]=[N:19][CH:20]=[CH:21][C:16]=2[S:15]/[C:14]/1=[N:22]\[C:23](=[O:35])[C:24]1[CH:29]=[C:28]([C:30]([F:33])([F:32])[F:31])[CH:27]=[CH:26][C:25]=1[O:4][CH2:3][C:2]([OH:6])([CH3:5])[CH3:1])[CH2:10][CH2:11][CH3:12].